Dataset: Full USPTO retrosynthesis dataset with 1.9M reactions from patents (1976-2016). Task: Predict the reactants needed to synthesize the given product. (1) Given the product [Br:13][C:2]1[C:6]([CH3:8])([CH3:7])[O:5][C:4](=[O:9])[CH:3]=1, predict the reactants needed to synthesize it. The reactants are: O[C:2]1[C:6]([CH3:8])([CH3:7])[O:5][C:4](=[O:9])[CH:3]=1.C(Br)(=O)C([Br:13])=O. (2) Given the product [CH2:1]([O:3][C:4](=[O:25])[CH2:5][N:6]([CH2:7][C:8]1[CH:13]=[C:12]([Cl:14])[CH:11]=[CH:10][C:9]=1[NH2:15])[C:18]([O:20][C:21]([CH3:24])([CH3:22])[CH3:23])=[O:19])[CH3:2], predict the reactants needed to synthesize it. The reactants are: [CH2:1]([O:3][C:4](=[O:25])[CH2:5][N:6]([C:18]([O:20][C:21]([CH3:24])([CH3:23])[CH3:22])=[O:19])[CH2:7][C:8]1[CH:13]=[C:12]([Cl:14])[CH:11]=[CH:10][C:9]=1[N+:15]([O-])=O)[CH3:2].[H][H]. (3) Given the product [C:34]1([CH:30]([C:24]2[CH:25]=[CH:26][CH:27]=[CH:28][CH:29]=2)[C:31]([NH:1][CH2:2][CH2:3][CH2:4][CH2:5][N:6]2[CH2:7][CH2:8][CH:9]([C:12]3[CH:13]=[C:14]([NH:18][C:19](=[O:23])[CH:20]([CH3:21])[CH3:22])[CH:15]=[CH:16][CH:17]=3)[CH2:10][CH2:11]2)=[O:32])[CH:35]=[CH:36][CH:37]=[CH:38][CH:39]=1, predict the reactants needed to synthesize it. The reactants are: [NH2:1][CH2:2][CH2:3][CH2:4][CH2:5][N:6]1[CH2:11][CH2:10][CH:9]([C:12]2[CH:13]=[C:14]([NH:18][C:19](=[O:23])[CH:20]([CH3:22])[CH3:21])[CH:15]=[CH:16][CH:17]=2)[CH2:8][CH2:7]1.[C:24]1([CH:30]([C:34]2[CH:39]=[CH:38][CH:37]=[CH:36][CH:35]=2)[C:31](Cl)=[O:32])[CH:29]=[CH:28][CH:27]=[CH:26][CH:25]=1. (4) Given the product [CH3:36][O:35][C:32]1[CH:31]=[CH:30][C:29]([CH2:28][N:8]([CH2:7][C:6]2[CH:5]=[CH:4][C:3]([O:2][CH3:1])=[CH:38][CH:37]=2)[C:9]2[N:14]=[C:13]([O:15][CH3:16])[C:12]([S:17][C:18]3[N:23]=[C:22]([NH:24][C:3](=[O:2])[CH3:4])[CH:21]=[C:20]([NH:25][C:13](=[O:15])[CH3:12])[N:19]=3)=[C:11]([O:26][CH3:27])[N:10]=2)=[CH:34][CH:33]=1, predict the reactants needed to synthesize it. The reactants are: [CH3:1][O:2][C:3]1[CH:38]=[CH:37][C:6]([CH2:7][N:8]([CH2:28][C:29]2[CH:34]=[CH:33][C:32]([O:35][CH3:36])=[CH:31][CH:30]=2)[C:9]2[N:14]=[C:13]([O:15][CH3:16])[C:12]([S:17][C:18]3[N:23]=[C:22]([NH2:24])[CH:21]=[C:20]([NH2:25])[N:19]=3)=[C:11]([O:26][CH3:27])[N:10]=2)=[CH:5][CH:4]=1. (5) Given the product [C:8]([OH:13])(=[O:14])[CH2:9][CH2:10][C:11]([OH:7])=[O:12].[CH2:1]([OH:7])/[CH:2]=[CH:3]/[CH:4]=[CH:5]/[CH3:6], predict the reactants needed to synthesize it. The reactants are: [CH2:1]([OH:7])/[CH:2]=[CH:3]/[CH:4]=[CH:5]/[CH3:6].[C:8]1(=[O:14])[O:13][C:11](=[O:12])[CH2:10][CH2:9]1. (6) Given the product [CH2:12]([O:32][CH:33]([CH2:37][CH3:38])[C:34]([O:36][C:49]1[CH:50]=[CH:51][CH:52]=[CH:40][C:41]=1[C:42]([O:44][C:45]([CH3:48])([CH3:47])[CH3:46])=[O:43])=[O:35])[CH2:13][CH2:14][CH2:15]/[CH:16]=[CH:17]\[CH2:18]/[CH:19]=[CH:20]\[CH2:21]/[CH:22]=[CH:23]\[CH2:24]/[CH:25]=[CH:26]\[CH2:27]/[CH:28]=[CH:29]\[CH2:30][CH3:31], predict the reactants needed to synthesize it. The reactants are: C(N=C=NCCCN(C)C)C.[CH2:12]([O:32][CH:33]([CH2:37][CH3:38])[C:34]([OH:36])=[O:35])[CH2:13][CH2:14][CH2:15]/[CH:16]=[CH:17]\[CH2:18]/[CH:19]=[CH:20]\[CH2:21]/[CH:22]=[CH:23]\[CH2:24]/[CH:25]=[CH:26]\[CH2:27]/[CH:28]=[CH:29]\[CH2:30][CH3:31].O[C:40]1[CH:52]=[CH:51][CH:50]=[CH:49][C:41]=1[C:42]([O:44][C:45]([CH3:48])([CH3:47])[CH3:46])=[O:43]. (7) Given the product [Cl:1][C:2]1[CH:7]=[CH:6][CH:5]=[CH:4][C:3]=1[C:8]1[N:12]([CH2:13][C:14]([NH2:44])=[O:15])[N:11]=[C:10]([CH2:17][N:18]2[C:22](=[O:23])[N:21]([CH2:24][C@H:25]([OH:30])[C:26]([F:27])([F:28])[F:29])[C:20]([C:31]3[CH:36]=[CH:49][C:48]([Cl:51])=[CH:33][CH:32]=3)=[N:19]2)[N:9]=1, predict the reactants needed to synthesize it. The reactants are: [Cl:1][C:2]1[CH:7]=[CH:6][CH:5]=[CH:4][C:3]=1[C:8]1[N:12]([CH2:13][C:14](O)=[O:15])[N:11]=[C:10]([CH2:17][N:18]2[C:22](=[O:23])[N:21]([CH2:24][C@H:25]([OH:30])[C:26]([F:29])([F:28])[F:27])[C:20]([C:31]3[CH:36]=CC(Cl)=[CH:33][CH:32]=3)=[N:19]2)[N:9]=1.C1C=CC2N(O)N=[N:44]C=2C=1.[CH2:48]([Cl:51])[CH2:49]Cl.N. (8) Given the product [F:1][C:2]([F:23])([CH2:3][NH2:5])[CH:6]([C:7]1[CH:12]=[CH:11][CH:10]=[CH:9][CH:8]=1)[NH:13][CH2:14][C:15]1[CH:16]=[CH:17][C:18]([O:21][CH3:22])=[CH:19][CH:20]=1, predict the reactants needed to synthesize it. The reactants are: [F:1][C:2]([F:23])([CH:6]([NH:13][CH2:14][C:15]1[CH:20]=[CH:19][C:18]([O:21][CH3:22])=[CH:17][CH:16]=1)[C:7]1[CH:12]=[CH:11][CH:10]=[CH:9][CH:8]=1)[C:3]([NH2:5])=O. (9) Given the product [CH3:16][O:17][C:18]1[CH:26]=[CH:25][CH:24]=[CH:23][C:19]=1[C:20]([N:12]1[CH2:13][CH:14]2[CH:10]([CH2:9][N:8]([C:4]3[N:3]=[C:2]([CH3:1])[CH:7]=[CH:6][N:5]=3)[CH2:15]2)[CH2:11]1)=[O:21], predict the reactants needed to synthesize it. The reactants are: [CH3:1][C:2]1[CH:7]=[CH:6][N:5]=[C:4]([N:8]2[CH2:15][CH:14]3[CH:10]([CH2:11][NH:12][CH2:13]3)[CH2:9]2)[N:3]=1.[CH3:16][O:17][C:18]1[CH:26]=[CH:25][CH:24]=[CH:23][C:19]=1[C:20](O)=[O:21]. (10) Given the product [F:13][C:14]1[CH:15]=[CH:16][C:17]([C:18]2[N:20]3[C:21]([CH2:22][CH2:23][CH2:24]3)=[C:8]([C:9]([O:11][CH3:12])=[O:10])[C:7]=2[C:1]2[CH:6]=[CH:5][CH:4]=[CH:3][CH:2]=2)=[CH:28][CH:29]=1, predict the reactants needed to synthesize it. The reactants are: [C:1]1([C:7]#[C:8][C:9]([O:11][CH3:12])=[O:10])[CH:6]=[CH:5][CH:4]=[CH:3][CH:2]=1.[F:13][C:14]1[CH:29]=[CH:28][C:17]([C:18]([N:20]2[CH2:24][CH2:23][CH2:22][CH:21]2C(O)=O)=O)=[CH:16][CH:15]=1.C(OC(C)C)(C)C.